Task: Predict the product of the given reaction.. Dataset: Forward reaction prediction with 1.9M reactions from USPTO patents (1976-2016) (1) Given the reactants C[C:2]1([CH3:10])[CH2:7][CH2:6][CH2:5][C:4]([CH3:9])(C)N1.C(=O)=O.[Li]CCCC.[Cl:19][C:20]1[C:21]([Cl:29])=[N:22][CH:23]=[C:24]([CH:28]=1)[C:25]([OH:27])=[O:26].C(=O)C1C=CC=CC=1, predict the reaction product. The product is: [Cl:29][C:21]1[N:22]=[CH:23][C:24]2[C:25](=[O:27])[O:26][CH:9]([C:4]3[CH:5]=[CH:6][CH:7]=[CH:2][CH:10]=3)[C:28]=2[C:20]=1[Cl:19]. (2) Given the reactants [F:1][C:2]1[CH:9]=[CH:8][C:7]([F:10])=[CH:6][C:3]=1[CH:4]=[O:5].[CH3:11][O:12][C:13]([O:17][Si](C)(C)C)=[C:14]([CH3:16])[CH3:15].O, predict the reaction product. The product is: [F:1][C:2]1[CH:9]=[CH:8][C:7]([F:10])=[CH:6][C:3]=1[CH:4]([OH:5])[C:14]([CH3:16])([CH3:15])[C:13]([O:12][CH3:11])=[O:17]. (3) Given the reactants Cl.Cl.[O:3]1[C:7]2[CH:8]=[CH:9][CH:10]=[C:11]([CH:12]3[CH2:17][CH2:16][N:15]([CH2:18][CH2:19][C@H:20]4[CH2:25][CH2:24][C@H:23]([NH2:26])[CH2:22][CH2:21]4)[CH2:14][CH2:13]3)[C:6]=2[CH2:5][CH2:4]1.[C:27](O)(=[O:31])[CH2:28][CH2:29][CH3:30], predict the reaction product. The product is: [O:3]1[C:7]2[CH:8]=[CH:9][CH:10]=[C:11]([CH:12]3[CH2:17][CH2:16][N:15]([CH2:18][CH2:19][C@H:20]4[CH2:21][CH2:22][C@H:23]([NH:26][C:27](=[O:31])[CH2:28][CH2:29][CH3:30])[CH2:24][CH2:25]4)[CH2:14][CH2:13]3)[C:6]=2[CH2:5][CH2:4]1. (4) The product is: [CH3:40][C@@:61]12[C@H:60]3[C@@H:18]([OH:20])[CH2:17][C@:28]4([CH3:27])[C@@:29]([OH:30])([C:31]([CH2:47][OH:48])=[O:33])[CH2:34][CH2:35][C@H:58]4[C@@H:59]3[CH2:68][CH2:67][C:66]1=[CH:65][C:64](=[O:74])[CH2:63][CH2:62]2. Given the reactants C(N([CH2:17][C:18]([OH:20])=O)CC(O)=O)CN(CC(O)=O)CC(O)=O.S([O-])([O-])(=O)=O.[Mg+2].[C:27](O)(=O)[CH2:28][C:29]([CH2:34][C:35](O)=O)([C:31]([OH:33])=O)[OH:30].[CH3:40]S(C)(=O)=O.C(O)(=O)C1[C:47](=CC=CC=1)[OH:48].C(OC(C)C)(=O)CC[CH2:58][CH2:59][CH2:60][CH2:61][CH2:62][CH2:63][CH2:64][CH2:65][CH2:66][CH2:67][CH3:68].[OH2:74], predict the reaction product. (5) Given the reactants [CH3:1][C:2]1[C:3]([C:9]([O:11][CH2:12][CH3:13])=[O:10])=[N:4][O:5][C:6]=1[CH:7]=C.I([O-])(=O)(=O)=[O:15].[Na+], predict the reaction product. The product is: [CH:7]([C:6]1[O:5][N:4]=[C:3]([C:9]([O:11][CH2:12][CH3:13])=[O:10])[C:2]=1[CH3:1])=[O:15]. (6) Given the reactants COC1C=C(OC)C=CC=1C[N:6]([C:40]1[CH:45]=[CH:44][CH:43]=[C:42]([F:46])[N:41]=1)[S:7]([C:10]1[C:38]([F:39])=[CH:37][C:13]2[N:14]([C@@H:18]([C:20]3[CH:21]=[CH:22][CH:23]=[C:24]4[C:29]=3[CH2:28][N:27](C(OC(C)(C)C)=O)[CH2:26][CH2:25]4)[CH3:19])[C:15](=[O:17])[O:16][C:12]=2[CH:11]=1)(=[O:9])=[O:8].COC1C=C(OC)C=CC=1CN(C1C=CC=C(F)N=1)S(C1C(F)=CC2NC(=O)OC=2C=1)(=O)=O.O[C@H](C1C=CC=C2C=1CN(C(OC(C)(C)C)=O)CC2)C.C(O)(C(F)(F)F)=O.C(Cl)[Cl:114], predict the reaction product. The product is: [ClH:114].[F:39][C:38]1[C:10]([S:7]([NH:6][C:40]2[CH:45]=[CH:44][CH:43]=[C:42]([F:46])[N:41]=2)(=[O:8])=[O:9])=[CH:11][C:12]2[O:16][C:15](=[O:17])[N:14]([C@@H:18]([C:20]3[CH:21]=[CH:22][CH:23]=[C:24]4[C:29]=3[CH2:28][NH:27][CH2:26][CH2:25]4)[CH3:19])[C:13]=2[CH:37]=1. (7) Given the reactants [NH:1]1[C:5]2[CH:6]=[CH:7][CH:8]=[CH:9][C:4]=2[N:3]=[C:2]1[CH2:10][N:11]([CH3:22])[CH:12]1[C:21]2[N:20]=[CH:19][CH:18]=[CH:17][C:16]=2[CH2:15][CH2:14][CH2:13]1.Br[CH2:24][C:25]([O:27][CH3:28])=[O:26].C([O-])([O-])=O.[K+].[K+], predict the reaction product. The product is: [CH3:22][N:11]([CH2:10][C:2]1[N:3]([CH2:24][C:25]([O:27][CH3:28])=[O:26])[C:4]2[CH:9]=[CH:8][CH:7]=[CH:6][C:5]=2[N:1]=1)[CH:12]1[C:21]2[N:20]=[CH:19][CH:18]=[CH:17][C:16]=2[CH2:15][CH2:14][CH2:13]1. (8) Given the reactants I[C:2]1[CH:27]=[CH:26][C:5]([C:6]([N:8]([CH3:25])[C@:9]([CH3:24])([C:14]([NH:16][O:17][CH:18]2[CH2:23][CH2:22][CH2:21][CH2:20][O:19]2)=[O:15])[C:10]([NH:12][CH3:13])=[O:11])=[O:7])=[CH:4][CH:3]=1.[C:28]([C:30]1[CH:37]=[CH:36][C:33]([CH:34]=[O:35])=[CH:32][CH:31]=1)#[CH:29].C1COCC1, predict the reaction product. The product is: [CH:34]([C:33]1[CH:36]=[CH:37][C:30]([C:28]#[C:29][C:2]2[CH:27]=[CH:26][C:5]([C:6]([N:8]([CH3:25])[C@:9]([CH3:24])([C:14]([NH:16][O:17][CH:18]3[CH2:23][CH2:22][CH2:21][CH2:20][O:19]3)=[O:15])[C:10]([NH:12][CH3:13])=[O:11])=[O:7])=[CH:4][CH:3]=2)=[CH:31][CH:32]=1)=[O:35]. (9) Given the reactants [Br:1][C:2]1[C:11]2[C:6](=[CH:7][C:8]3[CH:15]=[CH:14][CH:13]=[CH:12][C:9]=3[CH:10]=2)[CH:5]=[N:4][CH:3]=1.C1C=C(Cl)C=C(C(OO)=[O:24])C=1, predict the reaction product. The product is: [Br:1][C:2]1[C:11]2[C:6](=[CH:7][C:8]3[CH:15]=[CH:14][CH:13]=[CH:12][C:9]=3[CH:10]=2)[CH:5]=[N+:4]([O-:24])[CH:3]=1. (10) Given the reactants [Cr](O[Cr]([O-])(=O)=O)([O-])(=O)=O.[K+].[K+].ClCC(N[C:17]1[CH:26]=[C:25]([NH:27][C:28](=[O:31])[CH2:29][Cl:30])[C:24]([OH:32])=[C:23]2[C:18]=1[CH:19]=[CH:20][C:21]([CH3:33])=[N:22]2)=O.[OH2:34], predict the reaction product. The product is: [Cl:30][CH2:29][C:28]([NH:27][C:25]1[C:24](=[O:32])[C:23]2[N:22]=[C:21]([CH3:33])[CH:20]=[CH:19][C:18]=2[C:17](=[O:34])[CH:26]=1)=[O:31].